Dataset: Blood-brain barrier penetration binary classification data from Martins et al.. Task: Regression/Classification. Given a drug SMILES string, predict its absorption, distribution, metabolism, or excretion properties. Task type varies by dataset: regression for continuous measurements (e.g., permeability, clearance, half-life) or binary classification for categorical outcomes (e.g., BBB penetration, CYP inhibition). Dataset: bbb_martins. The drug is CC[C@@]1(O)C(=O)OCc2c1cc1n(c2=O)Cc2cc3c(CN(C)C)c(O)ccc3nc2-1. The result is 1 (penetrates BBB).